This data is from Catalyst prediction with 721,799 reactions and 888 catalyst types from USPTO. The task is: Predict which catalyst facilitates the given reaction. (1) Reactant: O.O.S([O-])([O-])(=O)=[O:4].[Ca+2:8].C([O-])(=O)CC(CC([O-])=O)(C([O-])=O)O.[Na+].[Na+].[Na+].[S:25]([O-:29])([O-:28])(=[O:27])=[O:26].[Al+3].[S:31]([O-:35])([O-:34])(=[O:33])=[O:32].S([O-])([O-])(=O)=O.[Al+3].S([O-])([O-])(=O)=O.[Ca+2]. Product: [OH2:4].[S:25]([O-:29])([O-:28])(=[O:27])=[O:26].[Ca+2:8].[Ca+2:8].[S:31]([O-:35])([O-:34])(=[O:33])=[O:32]. The catalyst class is: 6. (2) Reactant: [CH3:1][NH:2][CH:3]1[CH2:8][CH2:7][N:6]([C:9]([O:11][C:12]([CH3:15])([CH3:14])[CH3:13])=[O:10])[CH2:5][CH2:4]1.C([O-])([O-])=O.[K+].[K+].Br[CH2:23][C:24]([O:26][CH3:27])=[O:25]. Product: [CH3:27][O:26][C:24](=[O:25])[CH2:23][N:2]([CH3:1])[CH:3]1[CH2:4][CH2:5][N:6]([C:9]([O:11][C:12]([CH3:14])([CH3:13])[CH3:15])=[O:10])[CH2:7][CH2:8]1. The catalyst class is: 21. (3) Reactant: Cl.[Br:2][C:3]1[CH:10]=[CH:9][CH:8]=[CH:7][C:4]=1[CH2:5][NH2:6].[C:11](OC([O-])=O)([O:13][C:14]([CH3:17])([CH3:16])[CH3:15])=[O:12]. The catalyst class is: 7. Product: [Br:2][C:3]1[CH:10]=[CH:9][CH:8]=[CH:7][C:4]=1[CH2:5][NH:6][C:11](=[O:12])[O:13][C:14]([CH3:17])([CH3:16])[CH3:15].